Dataset: Forward reaction prediction with 1.9M reactions from USPTO patents (1976-2016). Task: Predict the product of the given reaction. (1) Given the reactants [NH2:1][C:2]1[N:7]=[C:6]([C:8]2[CH:13]=[CH:12][C:11]([F:14])=[CH:10][CH:9]=2)[C:5]([C:15]([O:17][CH3:18])=[O:16])=[C:4]([CH:19]([CH3:21])[CH3:20])[N:3]=1.CCC([O-])(C)C.[Na+].[CH3:29][S:30](Cl)(=[O:32])=[O:31].S(OC)(O[CH3:38])(=O)=O.[Cl-].[Na+], predict the reaction product. The product is: [F:14][C:11]1[CH:10]=[CH:9][C:8]([C:6]2[C:5]([C:15]([O:17][CH3:18])=[O:16])=[C:4]([CH:19]([CH3:21])[CH3:20])[N:3]=[C:2]([N:1]([CH3:38])[S:30]([CH3:29])(=[O:32])=[O:31])[N:7]=2)=[CH:13][CH:12]=1. (2) Given the reactants [Br:1][C:2]1[C:3](Cl)=[C:4]([N+:9]([O-:11])=[O:10])[C:5]([NH2:8])=[N:6][CH:7]=1.[N:13]1([CH2:19][C:20]([N:22]2[CH2:26][CH2:25][CH2:24][CH2:23]2)=[O:21])[CH2:18][CH2:17][NH:16][CH2:15][CH2:14]1.C(N(C(C)C)CC)(C)C, predict the reaction product. The product is: [NH2:8][C:5]1[C:4]([N+:9]([O-:11])=[O:10])=[C:3]([N:16]2[CH2:15][CH2:14][N:13]([CH2:19][C:20]([N:22]3[CH2:23][CH2:24][CH2:25][CH2:26]3)=[O:21])[CH2:18][CH2:17]2)[C:2]([Br:1])=[CH:7][N:6]=1. (3) Given the reactants [CH3:1][O:2][C:3]1[CH:8]=[C:7]([C:9]2[CH:10]=[N:11][N:12]([CH3:14])[CH:13]=2)[CH:6]=[CH:5][C:4]=1[NH:15][CH:16]=O.[H-].[Na+].Cl[C:21]1[C:26]2[N:27]=C(S(C)(=O)=O)[N:29]=[CH:30][C:25]=2[C:24]([CH3:35])=[CH:23][N:22]=1.[OH-].[Na+].[CH3:38][C:39]([CH3:43])([CH3:42])[CH2:40][NH2:41], predict the reaction product. The product is: [CH3:1][O:2][C:3]1[CH:8]=[C:7]([C:9]2[CH:10]=[N:11][N:12]([CH3:14])[CH:13]=2)[CH:6]=[CH:5][C:4]=1[NH:15][C:16]1[N:29]=[CH:30][C:25]2[C:24]([CH3:35])=[CH:23][N:22]=[C:21]([NH:41][CH2:40][C:39]([CH3:43])([CH3:42])[CH3:38])[C:26]=2[N:27]=1. (4) Given the reactants Cl[C:2]1[N:3]([CH3:10])[C:4](=[O:9])[S:5][C:6]=1[CH:7]=[O:8].C(=O)([O-])[O-].[K+].[K+].CC1(C)C(C)(C)OB([C:25]2[CH:26]=[C:27]3[C:32](=[CH:33][CH:34]=2)[O:31][CH2:30][CH2:29][CH2:28]3)O1, predict the reaction product. The product is: [O:31]1[C:32]2[CH:33]=[CH:34][C:25]([C:2]3[N:3]([CH3:10])[C:4](=[O:9])[S:5][C:6]=3[CH:7]=[O:8])=[CH:26][C:27]=2[CH:28]=[CH:29][CH2:30]1. (5) The product is: [O:40]=[C:34]1[CH:33]([N:27]2[CH2:26][C:25]3[C:29](=[CH:30][CH:31]=[C:23]([CH2:22][NH:21][C:3](=[O:5])[C:2]([F:1])([F:14])[C:6]4[CH:11]=[CH:10][C:9]([F:12])=[CH:8][C:7]=4[CH3:13])[CH:24]=3)[C:28]2=[O:32])[CH2:38][CH2:37][C:36](=[O:39])[NH:35]1. Given the reactants [F:1][C:2]([F:14])([C:6]1[CH:11]=[CH:10][C:9]([F:12])=[CH:8][C:7]=1[CH3:13])[C:3]([OH:5])=O.P(Cl)(Cl)(Cl)=O.Cl.[NH2:21][CH2:22][C:23]1[CH:24]=[C:25]2[C:29](=[CH:30][CH:31]=1)[C:28](=[O:32])[N:27]([CH:33]1[CH2:38][CH2:37][C:36](=[O:39])[NH:35][C:34]1=[O:40])[CH2:26]2.C(=O)(O)[O-].[Na+], predict the reaction product. (6) The product is: [CH3:1][N:2]1[CH:10]=[C:9]2[C:4]([C:5]([CH3:15])=[CH:6][C:7]([C:11]([OH:13])=[O:12])=[CH:8]2)=[N:3]1. Given the reactants [CH3:1][N:2]1[CH:10]=[C:9]2[C:4]([C:5]([CH3:15])=[CH:6][C:7]([C:11]([O:13]C)=[O:12])=[CH:8]2)=[N:3]1.[Li+].[OH-], predict the reaction product.